From a dataset of Experimental lipophilicity measurements (octanol/water distribution) for 4,200 compounds from AstraZeneca. Regression/Classification. Given a drug SMILES string, predict its absorption, distribution, metabolism, or excretion properties. Task type varies by dataset: regression for continuous measurements (e.g., permeability, clearance, half-life) or binary classification for categorical outcomes (e.g., BBB penetration, CYP inhibition). For this dataset (lipophilicity_astrazeneca), we predict Y. (1) The compound is O=c1[nH]c2c(O)ccc([C@@H](O)CNCCCSCCNCCc3cccc(Cl)c3Cl)c2s1. The Y is 1.74 logD. (2) The molecule is O=C(NC1CCS(=O)(=O)C1)c1ccc(Oc2ccc(C#C[C@]3(O)CN4CCC3CC4)cc2)cc1. The Y is 1.64 logD. (3) The compound is CC(=O)c1ccc2[nH]c(-c3cccnc3)cc(=O)c2c1. The Y is 1.41 logD. (4) The molecule is CNCCC(Oc1ccccc1OC)c1ccccc1. The Y is 0.220 logD. (5) The molecule is N#Cc1ccc(OCC(=O)O)c(-c2ccccc2)c1. The Y is -1.08 logD.